From a dataset of Reaction yield outcomes from USPTO patents with 853,638 reactions. Predict the reaction yield, written as a fraction of the theoretical maximum amount of product (1.0 means a 100% yield; for example, 0.34 means a 34% yield). (1) The reactants are [CH3:1][S:2]([NH:5][C:6]1[CH:14]=[CH:13][CH:12]=[C:11]2[C:7]=1[CH:8]=[CH:9][N:10]2[CH2:15][C:16]([O:18][CH3:19])=[O:17])(=[O:4])=[O:3].C([O-])([O-])=O.[K+].[K+].Cl.Cl[CH2:28][CH2:29][N:30]1[CH2:35][CH2:34][O:33][CH2:32][CH2:31]1. The catalyst is CC#N. The product is [O:33]1[CH2:34][CH2:35][N:30]([CH2:29][CH2:28][N:5]([C:6]2[CH:14]=[CH:13][CH:12]=[C:11]3[C:7]=2[CH:8]=[CH:9][N:10]3[CH2:15][C:16]([O:18][CH3:19])=[O:17])[S:2]([CH3:1])(=[O:3])=[O:4])[CH2:31][CH2:32]1. The yield is 0.770. (2) The reactants are [C:1]([C:3]1[CH:10]=[CH:9][C:6]([CH:7]=O)=[CH:5][CH:4]=1)#[N:2].[CH3:11][C:12]1[N:13]=[CH:14][NH:15][C:16]=1[N+:17]([O-:19])=[O:18].N1CCCCC1.CN(C=O)C. The catalyst is CC(O)C. The product is [N+:17]([C:16]1[NH:15][CH:14]=[N:13][C:12]=1/[CH:11]=[CH:7]/[C:6]1[CH:9]=[CH:10][C:3]([C:1]#[N:2])=[CH:4][CH:5]=1)([O-:19])=[O:18]. The yield is 0.490. (3) The reactants are [CH2:1]([C:4]1[CH:5]=[C:6]([C:13]2[O:17][N:16]=[C:15]([C:18]3[CH:26]=[CH:25][CH:24]=[C:23]4[C:19]=3[CH2:20][CH2:21][N:22]4[CH2:27][C:28]3([NH:36]C(=O)OC(C)(C)C)[CH2:33][O:32]C(C)(C)[O:30][CH2:29]3)[N:14]=2)[CH:7]=[CH:8][C:9]=1[CH2:10][CH2:11][CH3:12])[CH2:2][CH3:3].C(OC1C=C(C2ON=C(C3C=CC=C4C=3CCN4CC3(NC(=O)OC(C)(C)C)COC(C)(C)OC3)N=2)C=CC=1OCC)C. No catalyst specified. The product is [NH2:36][C:28]([CH2:27][N:22]1[C:23]2[C:19](=[C:18]([C:15]3[N:14]=[C:13]([C:6]4[CH:7]=[CH:8][C:9]([CH2:10][CH2:11][CH3:12])=[C:4]([CH2:1][CH2:2][CH3:3])[CH:5]=4)[O:17][N:16]=3)[CH:26]=[CH:25][CH:24]=2)[CH2:20][CH2:21]1)([CH2:33][OH:32])[CH2:29][OH:30]. The yield is 0.800. (4) The reactants are [F:1][C:2]1[CH:7]=[CH:6][C:5]([OH:8])=[CH:4][CH:3]=1.[Cl:9][C:10]1[N:15]=[C:14](Cl)[CH:13]=[C:12]([CH3:17])[N:11]=1.O. The catalyst is O1CCCC1. The product is [Cl:9][C:10]1[N:15]=[C:14]([O:8][C:5]2[CH:6]=[CH:7][C:2]([F:1])=[CH:3][CH:4]=2)[CH:13]=[C:12]([CH3:17])[N:11]=1. The yield is 0.680.